From a dataset of Full USPTO retrosynthesis dataset with 1.9M reactions from patents (1976-2016). Predict the reactants needed to synthesize the given product. (1) Given the product [NH2:1][CH:4]([CH3:29])[CH2:5][C:6]1[CH:11]=[CH:10][C:9]([C:12]2[CH:17]=[CH:16][N:15]=[C:14]([NH:18][CH:19]3[CH2:24][C:23]([CH3:26])([CH3:25])[NH:22][C:21]([CH3:28])([CH3:27])[CH2:20]3)[N:13]=2)=[CH:8][CH:7]=1, predict the reactants needed to synthesize it. The reactants are: [N:1]([CH:4]([CH3:29])[CH2:5][C:6]1[CH:11]=[CH:10][C:9]([C:12]2[CH:17]=[CH:16][N:15]=[C:14]([NH:18][CH:19]3[CH2:24][C:23]([CH3:26])([CH3:25])[NH:22][C:21]([CH3:28])([CH3:27])[CH2:20]3)[N:13]=2)=[CH:8][CH:7]=1)=[N+]=[N-]. (2) Given the product [N:1]1[C:10]2[C:5](=[CH:6][C:7]([O:11][C:20](=[O:21])[NH:19][CH2:12][CH2:13][CH2:14][CH2:15][CH2:16][CH2:17][CH3:18])=[CH:8][CH:9]=2)[CH:4]=[CH:3][CH:2]=1, predict the reactants needed to synthesize it. The reactants are: [N:1]1[C:10]2[C:5](=[CH:6][C:7]([OH:11])=[CH:8][CH:9]=2)[CH:4]=[CH:3][CH:2]=1.[CH2:12]([N:19]=[C:20]=[O:21])[CH2:13][CH2:14][CH2:15][CH2:16][CH2:17][CH3:18].C(=O)([O-])[O-].[K+].[K+].[I-].[Na+]. (3) Given the product [Br:1][C:2]1[CH:3]=[C:4]2[C:12](=[CH:13][CH:14]=1)[NH:11][C:10]1[CH:9]([NH:15][C:22]3[N:23]=[CH:24][C:19]([CH2:16][CH2:17][CH3:18])=[CH:20][N:21]=3)[CH2:8][CH2:7][CH2:6][C:5]2=1, predict the reactants needed to synthesize it. The reactants are: [Br:1][C:2]1[CH:3]=[C:4]2[C:12](=[CH:13][CH:14]=1)[NH:11][C:10]1[CH:9]([NH2:15])[CH2:8][CH2:7][CH2:6][C:5]2=1.[CH2:16]([C:19]1[CH:20]=[N:21][C:22](Cl)=[N:23][CH:24]=1)[CH2:17][CH3:18].